Dataset: Peptide-MHC class I binding affinity with 185,985 pairs from IEDB/IMGT. Task: Regression. Given a peptide amino acid sequence and an MHC pseudo amino acid sequence, predict their binding affinity value. This is MHC class I binding data. The peptide sequence is AERLINMI. The MHC is Mamu-A11 with pseudo-sequence Mamu-A11. The binding affinity (normalized) is 0.874.